Dataset: Forward reaction prediction with 1.9M reactions from USPTO patents (1976-2016). Task: Predict the product of the given reaction. (1) Given the reactants C([Li])(C)(C)C.Br[C:7]1[CH:16]=[CH:15][C:14]2[C:9](=[CH:10][CH:11]=[C:12]([O:17][CH3:18])[CH:13]=2)[CH:8]=1.[CH2:19]1[O:21][CH2:20]1.[NH4+].[Cl-], predict the reaction product. The product is: [CH3:18][O:17][C:12]1[CH:13]=[C:14]2[C:9](=[CH:10][CH:11]=1)[CH:8]=[C:7]([CH2:19][CH2:20][OH:21])[CH:16]=[CH:15]2. (2) Given the reactants [CH3:1][N:2]1[CH:6]=[CH:5][C:4]([NH:7][C:8]([C:10]2[C:15](Br)=[CH:14][CH:13]=[C:12]([CH3:17])[N:11]=2)=[O:9])=[N:3]1.[NH2:18][C:19]1[S:20][CH:21]=[C:22]([CH3:24])[N:23]=1, predict the reaction product. The product is: [CH3:1][N:2]1[CH:6]=[CH:5][C:4]([NH:7][C:8]([C:10]2[C:15]([NH:18][C:19]3[S:20][CH:21]=[C:22]([CH3:24])[N:23]=3)=[CH:14][CH:13]=[C:12]([CH3:17])[N:11]=2)=[O:9])=[N:3]1. (3) The product is: [CH3:3][N:4]1[C:8]2=[N:9][C:10]([O:17][CH2:25][C:26]([OH:28])=[O:27])=[CH:11][C:12]([C:13]([F:14])([F:16])[F:15])=[C:7]2[C:6]([C:18]2[CH:23]=[CH:22][CH:21]=[CH:20][CH:19]=2)=[CH:5]1. Given the reactants [H-].[Na+].[CH3:3][N:4]1[C:8]2[NH:9][C:10](=[O:17])[CH:11]=[C:12]([C:13]([F:16])([F:15])[F:14])[C:7]=2[C:6]([C:18]2[CH:23]=[CH:22][CH:21]=[CH:20][CH:19]=2)=[CH:5]1.Br[CH2:25][C:26]([O:28]CC)=[O:27].O, predict the reaction product. (4) Given the reactants [O:1]=[C:2]=[N:3]C1CC(C)(C)CC(C)(CN=C=O)C1.[P].[C:18]([O-:23])(=[O:22])[C:19](C)=[CH2:20].CC([C:28]1[C:33]([OH:34])=CC(C(C)(C)C)=C(O)C=1)(C)C.C(C1C=CC(P(=O)([O-])[O-])=C(CCCCCCCCC)C=1CCCCCCCCC)CCCCCCCC.C([O-])(=O)CCCCCCCCCCC.C([O-])(=O)CCCCCCCCCCC.C([Sn+2]CCCC)CCC.OO.[OH-].[K+], predict the reaction product. The product is: [C:18]([OH:23])(=[O:22])[CH:19]=[CH2:20].[NH2:3][C:2]([O:34][CH2:33][CH3:28])=[O:1]. (5) Given the reactants [C:1]([C:5]1[CH:10]=[CH:9][C:8]([C:11]2[C:24]3[C:25]4=[C:26]5[C:21](=[CH:22][CH:23]=3)[CH:20]=[C:19](B3OC(C)(C)C(C)(C)O3)[CH:18]=[C:17]5[CH:16]=[CH:15][C:14]4=[CH:13][CH:12]=2)=[CH:7][CH:6]=1)([CH3:4])([CH3:3])[CH3:2].Br[C:37]1[CH:42]=[CH:41][CH:40]=[CH:39][CH:38]=1.P([O-])([O-])([O-])=O.[K+].[K+].[K+].CN(C)C=O, predict the reaction product. The product is: [C:1]([C:5]1[CH:10]=[CH:9][C:8]([C:11]2[C:24]3[C:25]4=[C:26]5[C:21](=[CH:22][CH:23]=3)[CH:20]=[C:19]([C:37]3[CH:42]=[CH:41][CH:40]=[CH:39][CH:38]=3)[CH:18]=[C:17]5[CH:16]=[CH:15][C:14]4=[CH:13][CH:12]=2)=[CH:7][CH:6]=1)([CH3:3])([CH3:4])[CH3:2]. (6) Given the reactants [NH2:1][CH2:2][CH2:3][CH2:4][CH2:5][CH2:6][CH2:7][NH2:8].[CH2:9]([O:11][CH:12]([O:15][CH2:16][CH3:17])[CH2:13]Br)[CH3:10].[OH-].[K+], predict the reaction product. The product is: [CH2:9]([O:11][CH:12]([O:15][CH2:16][CH3:17])[CH2:13][NH:1][CH2:2][CH2:3][CH2:4][CH2:5][CH2:6][CH2:7][NH2:8])[CH3:10]. (7) The product is: [F:1][C:2]1[CH:3]=[CH:4][C:5]([CH2:6][N:7]2[C:11]3[CH:12]=[CH:13][CH:14]=[CH:15][C:10]=3[N:9]=[C:8]2[N:16]2[CH2:17][CH2:18][C:19](=[O:20])[CH2:24][CH2:25]2)=[CH:26][CH:27]=1. Given the reactants [F:1][C:2]1[CH:27]=[CH:26][C:5]([CH2:6][N:7]2[C:11]3[CH:12]=[CH:13][CH:14]=[CH:15][C:10]=3[N:9]=[C:8]2[N:16]2[CH2:25][CH2:24][C:19]3(OCC[O:20]3)[CH2:18][CH2:17]2)=[CH:4][CH:3]=1.S(=O)(=O)(O)O.O1CCCC1.C(=O)(O)[O-].[Na+], predict the reaction product. (8) Given the reactants Cl.Cl.[F:3][C:4]1[CH:9]=[CH:8][C:7]([C@H:10]2[C@@H:15]([NH:16][CH2:17][C:18]3[CH:19]=[C:20]([C:26]4[CH:31]=[CH:30][C:29]([C:32]#[N:33])=[CH:28][CH:27]=4)[CH:21]=[CH:22][C:23]=3[O:24][CH3:25])[CH2:14][CH2:13][NH:12][CH2:11]2)=[CH:6][CH:5]=1.[C:34]([NH:37][CH2:38][C:39](O)=[O:40])(=[O:36])[CH3:35], predict the reaction product. The product is: [C:32]([C:29]1[CH:28]=[CH:27][C:26]([C:20]2[CH:21]=[CH:22][C:23]([O:24][CH3:25])=[C:18]([CH2:17][NH:16][C@H:15]3[CH2:14][CH2:13][N:12]([C:39](=[O:40])[CH2:38][NH:37][C:34](=[O:36])[CH3:35])[CH2:11][C@H:10]3[C:7]3[CH:8]=[CH:9][C:4]([F:3])=[CH:5][CH:6]=3)[CH:19]=2)=[CH:31][CH:30]=1)#[N:33]. (9) The product is: [N:1]1[CH:6]=[CH:5][CH:4]=[CH:3][C:2]=1[C:7]([NH:9][C:10]12[CH2:19][CH:14]3[CH2:15][CH:16]([CH2:18][C:12]([NH:20][C:21]([C:23]4[CH:28]=[CH:27][CH:26]=[C:25]([N:30]5[CH:34]=[CH:33][N:32]=[CH:31]5)[N:24]=4)=[O:22])([CH2:13]3)[CH2:11]1)[CH2:17]2)=[O:8]. Given the reactants [N:1]1[CH:6]=[CH:5][CH:4]=[CH:3][C:2]=1[C:7]([NH:9][C:10]12[CH2:19][CH:14]3[CH2:15][CH:16]([CH2:18][C:12]([NH:20][C:21]([C:23]4[CH:28]=[CH:27][CH:26]=[C:25](Cl)[N:24]=4)=[O:22])([CH2:13]3)[CH2:11]1)[CH2:17]2)=[O:8].[NH:30]1[CH:34]=[CH:33][N:32]=[CH:31]1.C(=O)([O-])[O-].[Cs+].[Cs+], predict the reaction product.